This data is from Reaction yield outcomes from USPTO patents with 853,638 reactions. The task is: Predict the reaction yield, written as a fraction of the theoretical maximum amount of product (1.0 means a 100% yield; for example, 0.34 means a 34% yield). The reactants are O=[C:2]1[CH2:5][N:4]([C:6]([O:8][C:9]([CH3:12])([CH3:11])[CH3:10])=[O:7])[CH2:3]1.[C:13](=[O:16])([O-])[O-].[NH4+:17].[NH4+].[C-]#N.[K+].[CH:22]([NH2:24])=[O:23].[Cl-].[Na+].[Cl-].[NH4+]. The catalyst is C(OCC)(=O)C. The product is [O:23]=[C:22]1[NH:17][C:13](=[O:16])[C:2]2([CH2:5][N:4]([C:6]([O:8][C:9]([CH3:12])([CH3:11])[CH3:10])=[O:7])[CH2:3]2)[NH:24]1. The yield is 0.440.